From a dataset of Forward reaction prediction with 1.9M reactions from USPTO patents (1976-2016). Predict the product of the given reaction. (1) Given the reactants [C:1]([C:3]1[C@@H:8]([C:9]2[CH:14]=[CH:13][C:12]([C:15]#[N:16])=[CH:11][CH:10]=2)[N:7]2[N:17]=[C:18]([NH:20][CH2:21][C:22]([O:24]C(C)(C)C)=[O:23])[N:19]=[C:6]2[N:5]([C:29]2[CH:34]=[CH:33][CH:32]=[C:31]([C:35]([F:38])([F:37])[F:36])[CH:30]=2)[C:4]=1[CH3:39])#[N:2].FC(F)(F)C(O)=O, predict the reaction product. The product is: [C:1]([C:3]1[C@@H:8]([C:9]2[CH:14]=[CH:13][C:12]([C:15]#[N:16])=[CH:11][CH:10]=2)[N:7]2[N:17]=[C:18]([NH:20][CH2:21][C:22]([OH:24])=[O:23])[N:19]=[C:6]2[N:5]([C:29]2[CH:34]=[CH:33][CH:32]=[C:31]([C:35]([F:37])([F:38])[F:36])[CH:30]=2)[C:4]=1[CH3:39])#[N:2]. (2) Given the reactants [Cl:1][C:2]1[CH:10]=[CH:9][C:8]2[NH:7][C:6]3[CH2:11][CH2:12][N:13]([CH3:15])[CH2:14][C:5]=3[C:4]=2[CH:3]=1.[H-].[Na+].[CH2:18]([C:22]1([C:25]2[CH:30]=[CH:29][C:28]([F:31])=[CH:27][CH:26]=2)[CH2:24][O:23]1)[CH2:19][CH2:20][CH3:21], predict the reaction product. The product is: [Cl:1][C:2]1[CH:10]=[CH:9][C:8]2[N:7]([CH2:24][C:22]([C:25]3[CH:26]=[CH:27][C:28]([F:31])=[CH:29][CH:30]=3)([OH:23])[CH2:18][CH2:19][CH2:20][CH3:21])[C:6]3[CH2:11][CH2:12][N:13]([CH3:15])[CH2:14][C:5]=3[C:4]=2[CH:3]=1. (3) Given the reactants CS(C)=O.C(Cl)(=O)C(Cl)=O.[CH3:11][O:12][C:13]1[N:18]=[CH:17][C:16]([CH2:19][OH:20])=[C:15]([C:21]([F:24])([F:23])[F:22])[CH:14]=1.C(N(CC)CC)C, predict the reaction product. The product is: [CH3:11][O:12][C:13]1[N:18]=[CH:17][C:16]([CH:19]=[O:20])=[C:15]([C:21]([F:24])([F:22])[F:23])[CH:14]=1. (4) Given the reactants C(O)C.[NH2:4][NH2:5].[C:6](/[N:8]=[C:9](\SC)/[NH:10][C:11]1[CH:16]=[C:15]([Cl:17])[C:14]([S:18][C:19]2[CH:24]=[CH:23][C:22]([O:25][CH3:26])=[CH:21][CH:20]=2)=C(Cl)[CH:12]=1)#[N:7].[OH-].[NH4+].CO.Cl[CH2:35][Cl:36], predict the reaction product. The product is: [Cl:17][C:15]1[CH:16]=[C:11]([NH:10][C:9]2[N:8]=[C:6]([NH2:7])[NH:5][N:4]=2)[CH:12]=[C:35]([Cl:36])[C:14]=1[S:18][C:19]1[CH:20]=[CH:21][C:22]([O:25][CH3:26])=[CH:23][CH:24]=1. (5) Given the reactants [CH3:1][C:2]1[N:7]=[C:6]([NH:8][C:9]2[C:14]([CH3:15])=[CH:13][C:12]([CH3:16])=[CH:11][C:10]=2[CH3:17])[C:5]([S:18]([C:21]2[CH:26]=[CH:25][C:24](OS(C(F)(F)F)(=O)=O)=[CH:23][CH:22]=2)(=[O:20])=[O:19])=[CH:4][N:3]=1.[CH3:35]B(O)O.C([O-])([O-])=O.[Na+].[Na+].C1(P(C2C=CC=CC=2)C2C=CC=CC=2)C=CC=CC=1, predict the reaction product. The product is: [CH3:1][C:2]1[N:7]=[C:6]([NH:8][C:9]2[C:14]([CH3:15])=[CH:13][C:12]([CH3:16])=[CH:11][C:10]=2[CH3:17])[C:5]([S:18]([C:21]2[CH:26]=[CH:25][C:24]([CH3:35])=[CH:23][CH:22]=2)(=[O:20])=[O:19])=[CH:4][N:3]=1. (6) Given the reactants [NH2:1]/[CH:2]=[N:3]/[C:4]1[C:9]([C:10]#[N:11])=[C:8]([CH:12]2[CH2:17][CH2:16][CH2:15][N:14]([C:18]([O:20][C:21]([CH3:24])([CH3:23])[CH3:22])=[O:19])[CH2:13]2)[CH:7]=[C:6]([C:25]2[C:30]([O:31][CH2:32][C:33]3[CH:38]=[CH:37][C:36]([O:39][CH3:40])=[CH:35][CH:34]=3)=[CH:29][CH:28]=[CH:27][C:26]=2[O:41][CH2:42][CH:43]2[CH2:45][CH2:44]2)[N:5]=1.FC(F)(F)C(O)=O, predict the reaction product. The product is: [NH2:11][C:10]1[C:9]2[C:8]([CH:12]3[CH2:17][CH2:16][CH2:15][N:14]([C:18]([O:20][C:21]([CH3:24])([CH3:23])[CH3:22])=[O:19])[CH2:13]3)=[CH:7][C:6]([C:25]3[C:30]([O:31][CH2:32][C:33]4[CH:34]=[CH:35][C:36]([O:39][CH3:40])=[CH:37][CH:38]=4)=[CH:29][CH:28]=[CH:27][C:26]=3[O:41][CH2:42][CH:43]3[CH2:44][CH2:45]3)=[N:5][C:4]=2[N:3]=[CH:2][N:1]=1. (7) The product is: [C:1]([O:5][C:6]([NH:8][NH:9][CH:10]1[CH2:11][CH2:12][N:13]([C:16]([O:18][CH2:19][C:20]2[CH:25]=[CH:24][CH:23]=[CH:22][CH:21]=2)=[O:17])[CH2:14][CH2:15]1)=[O:7])([CH3:4])([CH3:2])[CH3:3]. Given the reactants [C:1]([O:5][C:6]([NH:8][N:9]=[C:10]1[CH2:15][CH2:14][N:13]([C:16]([O:18][CH2:19][C:20]2[CH:25]=[CH:24][CH:23]=[CH:22][CH:21]=2)=[O:17])[CH2:12][CH2:11]1)=[O:7])([CH3:4])([CH3:3])[CH3:2].C([BH3-])#N.[Na+].C1(C)C=CC(S(O)(=O)=O)=CC=1, predict the reaction product. (8) Given the reactants [Cl:1][C:2]1[CH:3]=[C:4]([CH:20]=[C:21]([NH:23][C:24](=[O:28])[CH:25]([CH3:27])[CH3:26])[CH:22]=1)[C:5]([NH:7][CH2:8][C:9]1[CH:14]=[CH:13][C:12]([C:15]#[N:16])=[CH:11][C:10]=1[N+:17]([O-])=O)=[O:6], predict the reaction product. The product is: [NH2:17][C:10]1[CH:11]=[C:12]([C:15]#[N:16])[CH:13]=[CH:14][C:9]=1[CH2:8][NH:7][C:5](=[O:6])[C:4]1[CH:20]=[C:21]([NH:23][C:24](=[O:28])[CH:25]([CH3:27])[CH3:26])[CH:22]=[C:2]([Cl:1])[CH:3]=1.